From a dataset of Full USPTO retrosynthesis dataset with 1.9M reactions from patents (1976-2016). Predict the reactants needed to synthesize the given product. (1) Given the product [Br:16][C:17]1[C:18]([C:23]2[NH:27][N:26]=[CH:25][N:24]=2)=[C:19]([NH:22][C:13](=[O:15])[CH2:12][N:3]2[C:4]3[C:9](=[N:8][CH:7]=[CH:6][CH:5]=3)[CH2:10][CH2:11][C:2]2=[O:1])[S:20][CH:21]=1, predict the reactants needed to synthesize it. The reactants are: [O:1]=[C:2]1[CH2:11][CH2:10][C:9]2[C:4](=[CH:5][CH:6]=[CH:7][N:8]=2)[N:3]1[CH2:12][C:13]([OH:15])=O.[Br:16][C:17]1[C:18]([C:23]2[NH:27][N:26]=[CH:25][N:24]=2)=[C:19]([NH2:22])[S:20][CH:21]=1. (2) Given the product [C:2]1([CH2:1][N:8]2[CH2:13][CH2:12][N:11]([CH:24]3[CH2:25][CH2:26][N:21]([C:14]([O:16][C:17]([CH3:20])([CH3:19])[CH3:18])=[O:15])[CH2:22][CH2:23]3)[CH2:10][CH2:9]2)[CH:3]=[CH:4][CH:5]=[CH:6][CH:7]=1, predict the reactants needed to synthesize it. The reactants are: [CH2:1]([N:8]1[CH2:13][CH2:12][NH:11][CH2:10][CH2:9]1)[C:2]1[CH:7]=[CH:6][CH:5]=[CH:4][CH:3]=1.[C:14]([N:21]1[CH2:26][CH2:25][C:24](=O)[CH2:23][CH2:22]1)([O:16][C:17]([CH3:20])([CH3:19])[CH3:18])=[O:15]. (3) Given the product [C:7]1([CH2:13][O:14][C:15]2[CH:16]=[C:17]([CH2:21][CH2:22][C:23]([NH2:28])=[O:25])[CH:18]=[CH:19][CH:20]=2)[CH:12]=[CH:11][CH:10]=[CH:9][CH:8]=1, predict the reactants needed to synthesize it. The reactants are: ClC(OCC)=O.[C:7]1([CH2:13][O:14][C:15]2[CH:16]=[C:17]([CH2:21][CH2:22][C:23]([OH:25])=O)[CH:18]=[CH:19][CH:20]=2)[CH:12]=[CH:11][CH:10]=[CH:9][CH:8]=1.C([N:28](CC)CC)C.N. (4) Given the product [Br:14][C:15]1[CH:16]=[C:17]([C:21]2[CH2:22][CH:23]([CH3:27])[N:24]([C:11]([C:9]3[CH:10]=[C:5]4[N:4]=[CH:3][C:2]([Br:1])=[CH:7][N:6]4[N:8]=3)=[O:13])[CH2:25][CH:26]=2)[CH:18]=[CH:19][CH:20]=1, predict the reactants needed to synthesize it. The reactants are: [Br:1][C:2]1[CH:3]=[N:4][C:5]2[N:6]([N:8]=[C:9]([C:11]([OH:13])=O)[CH:10]=2)[CH:7]=1.[Br:14][C:15]1[CH:16]=[C:17]([C:21]2[CH2:22][CH:23]([CH3:27])[NH:24][CH2:25][CH:26]=2)[CH:18]=[CH:19][CH:20]=1. (5) Given the product [CH2:1]([C:8]1[S:12][C:11]([N:25]2[CH2:30][CH2:29][O:28][CH2:27][CH2:26]2)=[N:10][C:9]=1[C:14]1[CH:19]=[CH:18][C:17]([O:20][CH3:21])=[CH:16][CH:15]=1)[C:2]1[CH:7]=[CH:6][CH:5]=[CH:4][CH:3]=1, predict the reactants needed to synthesize it. The reactants are: [CH2:1]([C:8]1[S:12][C:11](Cl)=[N:10][C:9]=1[C:14]1[CH:19]=[CH:18][C:17]([O:20][CH3:21])=[CH:16][CH:15]=1)[C:2]1[CH:7]=[CH:6][CH:5]=[CH:4][CH:3]=1.O[Li].O.[NH:25]1[CH2:30][CH2:29][O:28][CH2:27][CH2:26]1.CN(C=O)C. (6) Given the product [Cl:18][C:19]1[CH:24]=[CH:23][C:22]([F:25])=[CH:21][C:20]=1[CH:3]1[CH:4]=[CH:5][N:1]([C:6]([O:8][C:9]([CH3:12])([CH3:11])[CH3:10])=[O:7])[CH2:2]1, predict the reactants needed to synthesize it. The reactants are: [N:1]1([C:6]([O:8][C:9]([CH3:12])([CH3:11])[CH3:10])=[O:7])[CH2:5][CH:4]=[CH:3][CH2:2]1.F[B-](F)(F)F.[Cl:18][C:19]1[CH:24]=[CH:23][C:22]([F:25])=[CH:21][C:20]=1[N+]#N.N1C(C)=CC=CC=1C.FC(F)(F)C(OC(=O)C(F)(F)F)=O. (7) Given the product [Cl:1][C:2]1[C:7](/[C:8](/[NH:12][CH:13]2[CH2:15][CH:14]2[CH2:16][CH3:17])=[C:9](\[C:10]#[N:11])/[C:23](=[S:24])[NH:22][CH2:20][CH3:21])=[CH:6][CH:5]=[CH:4][N:3]=1, predict the reactants needed to synthesize it. The reactants are: [Cl:1][C:2]1[C:7]([C:8]([NH:12][CH:13]2[CH2:15][CH:14]2[CH2:16][CH3:17])=[CH:9][C:10]#[N:11])=[CH:6][CH:5]=[CH:4][N:3]=1.[H-].[Na+].[CH2:20]([N:22]=[C:23]=[S:24])[CH3:21]. (8) Given the product [CH2:1]([O:4][C:5]1[CH:10]=[C:9]([Cl:11])[C:8]([CH2:12][C:13]2[CH:14]=[CH:15][C:16]([O:19][CH2:20][CH3:21])=[CH:17][CH:18]=2)=[CH:7][C:6]=1[C@H:22]1[C@H:23]([O:46][CH2:47][C:48]2[CH:53]=[CH:52][CH:51]=[CH:50][CH:49]=2)[C@@H:24]([O:38][CH2:39][C:40]2[CH:41]=[CH:42][CH:43]=[CH:44][CH:45]=2)[C@H:25]([O:30][CH2:31][C:32]2[CH:37]=[CH:36][CH:35]=[CH:34][CH:33]=2)[C@@H:26]([CH2:28][O:29][CH2:58][CH:57]=[CH2:56])[O:27]1)[CH:2]=[CH2:3], predict the reactants needed to synthesize it. The reactants are: [CH2:1]([O:4][C:5]1[CH:10]=[C:9]([Cl:11])[C:8]([CH2:12][C:13]2[CH:18]=[CH:17][C:16]([O:19][CH2:20][CH3:21])=[CH:15][CH:14]=2)=[CH:7][C:6]=1[C@@H:22]1[O:27][C@H:26]([CH2:28][OH:29])[C@@H:25]([O:30][CH2:31][C:32]2[CH:37]=[CH:36][CH:35]=[CH:34][CH:33]=2)[C@H:24]([O:38][CH2:39][C:40]2[CH:45]=[CH:44][CH:43]=[CH:42][CH:41]=2)[C@H:23]1[O:46][CH2:47][C:48]1[CH:53]=[CH:52][CH:51]=[CH:50][CH:49]=1)[CH:2]=[CH2:3].[H-].[Na+].[CH2:56](Br)[CH:57]=[CH2:58].